Predict which catalyst facilitates the given reaction. From a dataset of Catalyst prediction with 721,799 reactions and 888 catalyst types from USPTO. (1) Product: [CH3:23][O:24][C:25]1[CH:30]=[CH:29][C:28]([C:2]2[CH:7]=[CH:6][C:5]([N:8]([C:16]3[CH:21]=[CH:20][C:19]([C:28]4[CH:27]=[CH:26][C:25]([O:24][CH3:23])=[CH:30][CH:29]=4)=[CH:18][CH:17]=3)[C:9]3[CH:14]=[CH:13][C:12]([C:2]4[CH:7]=[CH:6][C:5]([O:43][CH3:40])=[CH:4][CH:3]=4)=[CH:11][CH:10]=3)=[CH:4][CH:3]=2)=[CH:27][CH:26]=1. The catalyst class is: 12. Reactant: Br[C:2]1[CH:7]=[CH:6][C:5]([N:8]([C:16]2[CH:21]=[CH:20][C:19](Br)=[CH:18][CH:17]=2)[C:9]2[CH:14]=[CH:13][C:12](Br)=[CH:11][CH:10]=2)=[CH:4][CH:3]=1.[CH3:23][O:24][C:25]1[CH:30]=[CH:29][C:28](B2OC(C)(C)C(C)(C)O2)=[CH:27][CH:26]=1.[C:40](=[O:43])([O-])[O-].[K+].[K+]. (2) Reactant: [NH2:1][C:2]1[C:11]2[N:12]=[C:13]([CH2:15][CH3:16])[S:14][C:10]=2[C:9]2[CH:8]=[CH:7][C:6]([OH:17])=[CH:5][C:4]=2[N:3]=1.Cl[C:19]1[CH:28]=[CH:27][C:22]([C:23]([O:25][CH3:26])=[O:24])=[CH:21][N:20]=1.C(=O)([O-])[O-].[Cs+].[Cs+]. Product: [NH2:1][C:2]1[C:11]2[N:12]=[C:13]([CH2:15][CH3:16])[S:14][C:10]=2[C:9]2[CH:8]=[CH:7][C:6]([O:17][C:19]3[CH:28]=[CH:27][C:22]([C:23]([O:25][CH3:26])=[O:24])=[CH:21][N:20]=3)=[CH:5][C:4]=2[N:3]=1. The catalyst class is: 12. (3) Reactant: [C:1]1([CH:7]([O:14][C:15]([C:17]2[N:18]3[CH:21]([S:22][CH2:23][C:24]=2[CH2:25]Cl)[CH:20]([NH:27][C:28](=[O:30])[CH3:29])[C:19]3=[O:31])=[O:16])[C:8]2[CH:13]=[CH:12][CH:11]=[CH:10][CH:9]=2)[CH:6]=[CH:5][CH:4]=[CH:3][CH:2]=1.[I-:32].[Na+]. Product: [C:1]1([CH:7]([O:14][C:15]([C:17]2[N:18]3[CH:21]([S:22][CH2:23][C:24]=2[CH2:25][I:32])[CH:20]([NH:27][C:28](=[O:30])[CH3:29])[C:19]3=[O:31])=[O:16])[C:8]2[CH:13]=[CH:12][CH:11]=[CH:10][CH:9]=2)[CH:6]=[CH:5][CH:4]=[CH:3][CH:2]=1. The catalyst class is: 21. (4) Reactant: [Cl:1][C:2]1[N:3]=[C:4]([NH:11][C@@H:12]2[CH2:17][CH2:16][C@H:15]([NH:18][C:19](=[O:25])OC(C)(C)C)[CH2:14][CH2:13]2)[C:5]2[CH:10]=[CH:9][S:8][C:6]=2[N:7]=1.Cl.O1CCO[CH2:29][CH2:28]1.C(N(CC)CC)C.C(Cl)(=O)C=C. Product: [Cl:1][C:2]1[N:3]=[C:4]([NH:11][C@@H:12]2[CH2:13][CH2:14][C@H:15]([NH:18][C:19](=[O:25])[CH:28]=[CH2:29])[CH2:16][CH2:17]2)[C:5]2[CH:10]=[CH:9][S:8][C:6]=2[N:7]=1. The catalyst class is: 5.